This data is from Forward reaction prediction with 1.9M reactions from USPTO patents (1976-2016). The task is: Predict the product of the given reaction. (1) Given the reactants [Cl:1][C:2]1[CH:8]=[CH:7][C:5]([NH2:6])=[CH:4][C:3]=1[C:9]1[CH:14]=[CH:13][CH:12]=[CH:11][N:10]=1.[CH3:15][N:16]([CH3:29])[S:17]([C:20]1[CH:28]=[CH:27][C:23]([C:24](O)=[O:25])=[CH:22][CH:21]=1)(=[O:19])=[O:18], predict the reaction product. The product is: [Cl:1][C:2]1[CH:8]=[CH:7][C:5]([NH:6][C:24](=[O:25])[C:23]2[CH:27]=[CH:28][C:20]([S:17]([N:16]([CH3:15])[CH3:29])(=[O:19])=[O:18])=[CH:21][CH:22]=2)=[CH:4][C:3]=1[C:9]1[CH:14]=[CH:13][CH:12]=[CH:11][N:10]=1. (2) Given the reactants [CH2:1]([C:3]1[S:7][C:6]([NH2:8])=[N:5][CH:4]=1)[CH3:2].Br[CH2:10][CH:11]1[CH2:15][CH2:14][CH2:13][O:12]1, predict the reaction product. The product is: [CH2:1]([C:3]1[S:7][C:6](=[NH:8])[N:5]([CH2:10][CH:11]2[CH2:15][CH2:14][CH2:13][O:12]2)[CH:4]=1)[CH3:2]. (3) Given the reactants [NH2:1][CH2:2][CH2:3][NH:4][C:5]([C@H:7]1[N:25]([CH3:26])[C:24](=[O:27])[C@H:23]([CH2:28][CH2:29][CH2:30][NH:31]C(=O)OCC2C=CC=CC=2)[NH:22][C:21](=[O:42])[C@@H:20]([NH:43]C(OCC2C=CC=CC=2)=O)[CH2:19][C:18]2[CH:54]=[C:14]([CH:15]=[CH:16][C:17]=2[O:55]CC2C=CC=CC=2)[C:13]2=[CH:63][C:9](=[C:10]([F:64])[CH:11]=[CH:12]2)[CH2:8]1)=[O:6], predict the reaction product. The product is: [NH2:43][C@H:20]1[CH2:19][C:18]2[CH:54]=[C:14]([CH:15]=[CH:16][C:17]=2[OH:55])[C:13]2=[CH:63][C:9](=[C:10]([F:64])[CH:11]=[CH:12]2)[CH2:8][C@@H:7]([C:5]([NH:4][CH2:3][CH2:2][NH2:1])=[O:6])[N:25]([CH3:26])[C:24](=[O:27])[C@H:23]([CH2:28][CH2:29][CH2:30][NH2:31])[NH:22][C:21]1=[O:42].